This data is from Reaction yield outcomes from USPTO patents with 853,638 reactions. The task is: Predict the reaction yield, written as a fraction of the theoretical maximum amount of product (1.0 means a 100% yield; for example, 0.34 means a 34% yield). (1) The reactants are [CH3:1][O:2][C:3]1[CH:4]=[C:5]([C:9]2[CH:14]=[CH:13][C:12]([CH2:15][C:16](O)=[O:17])=[C:11]([N+:19]([O-])=O)[CH:10]=2)[CH:6]=[CH:7][CH:8]=1. The catalyst is CO.[Pd]. The product is [CH3:1][O:2][C:3]1[CH:4]=[C:5]([C:9]2[CH:10]=[C:11]3[C:12]([CH2:15][C:16](=[O:17])[NH:19]3)=[CH:13][CH:14]=2)[CH:6]=[CH:7][CH:8]=1. The yield is 0.750. (2) The yield is 0.240. The reactants are [H-].[Na+].[C:3]([O:10][CH2:11][CH3:12])(=[O:9])[C:4]([O:6]CC)=O.[C:13]([O:18][CH2:19][CH3:20])(=[O:17])[CH2:14][CH2:15][CH3:16].O. The product is [CH2:19]([O:18][C:13](=[O:17])[CH:14]([CH2:15][CH3:16])[C:4](=[O:6])[C:3]([O:10][CH2:11][CH3:12])=[O:9])[CH3:20]. The catalyst is CCOCC.